From a dataset of Reaction yield outcomes from USPTO patents with 853,638 reactions. Predict the reaction yield, written as a fraction of the theoretical maximum amount of product (1.0 means a 100% yield; for example, 0.34 means a 34% yield). (1) The reactants are [Cl-].O[NH3+:3].[C:4](=[O:7])([O-])[OH:5].[Na+].CS(C)=O.[CH3:13][O:14][CH:15]([C:46]([CH3:49])([CH3:48])[CH3:47])[CH2:16][N:17]1[C:22](=[O:23])[C:21]([CH2:24][C:25]2[CH:30]=[CH:29][C:28]([C:31]3[C:32]([C:37]#[N:38])=[CH:33][CH:34]=[CH:35][CH:36]=3)=[CH:27][CH:26]=2)=[C:20]([CH2:39][CH2:40][CH3:41])[N:19]2[N:42]=[C:43]([CH3:45])[N:44]=[C:18]12. The catalyst is C(OCC)(=O)C. The product is [CH3:13][O:14][CH:15]([C:46]([CH3:48])([CH3:47])[CH3:49])[CH2:16][N:17]1[C:22](=[O:23])[C:21]([CH2:24][C:25]2[CH:26]=[CH:27][C:28]([C:31]3[CH:36]=[CH:35][CH:34]=[CH:33][C:32]=3[C:37]3[NH:3][C:4](=[O:7])[O:5][N:38]=3)=[CH:29][CH:30]=2)=[C:20]([CH2:39][CH2:40][CH3:41])[N:19]2[N:42]=[C:43]([CH3:45])[N:44]=[C:18]12. The yield is 0.230. (2) The reactants are Cl.C[O:3][C:4](=[O:39])[C:5]1[CH:10]=[CH:9][C:8]([CH2:11][O:12][C:13]2[CH:18]=[CH:17][C:16]([CH2:19][C@H:20]([NH2:38])[C:21]3[N:22]([CH2:34][CH2:35][CH2:36][CH3:37])[CH:23]=[C:24]([C:26]4[CH:31]=[CH:30][C:29]([Cl:32])=[CH:28][C:27]=4[Cl:33])[N:25]=3)=[CH:15][CH:14]=2)=[CH:7][CH:6]=1.[F:40][C:41]([F:52])([F:51])[CH:42]1[CH2:47][CH2:46][CH:45]([C:48](O)=[O:49])[CH2:44][CH2:43]1. No catalyst specified. The product is [CH2:34]([N:22]1[CH:23]=[C:24]([C:26]2[CH:31]=[CH:30][C:29]([Cl:32])=[CH:28][C:27]=2[Cl:33])[N:25]=[C:21]1[C@@H:20]([NH:38][C:48]([CH:45]1[CH2:44][CH2:43][CH:42]([C:41]([F:40])([F:51])[F:52])[CH2:47][CH2:46]1)=[O:49])[CH2:19][C:16]1[CH:15]=[CH:14][C:13]([O:12][CH2:11][C:8]2[CH:7]=[CH:6][C:5]([C:4]([OH:3])=[O:39])=[CH:10][CH:9]=2)=[CH:18][CH:17]=1)[CH2:35][CH2:36][CH3:37]. The yield is 0.700. (3) The reactants are [CH3:1]OC(OC)N(C)C.[CH:9]([N:22]1[CH2:25][C:24]([NH:29][CH2:30][C:31]2[CH:36]=[CH:35][CH:34]=[CH:33][CH:32]=2)([C:26]([NH2:28])=[O:27])[CH2:23]1)([C:16]1[CH:21]=[CH:20][CH:19]=[CH:18][CH:17]=1)[C:10]1[CH:15]=[CH:14][CH:13]=[CH:12][CH:11]=1. No catalyst specified. The product is [CH:9]([N:22]1[CH2:23][C:24]2([C:26](=[O:27])[N:28]=[CH:1][N:29]2[CH2:30][C:31]2[CH:36]=[CH:35][CH:34]=[CH:33][CH:32]=2)[CH2:25]1)([C:10]1[CH:15]=[CH:14][CH:13]=[CH:12][CH:11]=1)[C:16]1[CH:17]=[CH:18][CH:19]=[CH:20][CH:21]=1. The yield is 0.620. (4) The reactants are [Br:1][C:2]1[CH:3]=[N:4][C:5]2[N:6]([N:8]=[C:9]([C:11]([OH:13])=O)[CH:10]=2)[CH:7]=1.[CH3:14][CH:15]1[C:24]2[C:19](=[CH:20][N:21]=[CH:22][CH:23]=2)[CH2:18][CH2:17][NH:16]1. No catalyst specified. The product is [Br:1][C:2]1[CH:3]=[N:4][C:5]2[N:6]([N:8]=[C:9]([C:11]([N:16]3[CH2:17][CH2:18][C:19]4[C:24](=[CH:23][CH:22]=[N:21][CH:20]=4)[CH:15]3[CH3:14])=[O:13])[CH:10]=2)[CH:7]=1. The yield is 0.540. (5) The reactants are [CH2:1]([O:8][C:9]1[CH:14]=[CH:13][C:12]([NH:15][C:16]2[C:25]3[C:20](=[CH:21][CH:22]=[C:23](Br)[CH:24]=3)[N:19]=[CH:18][N:17]=2)=[CH:11][CH:10]=1)[C:2]1[CH:7]=[CH:6][CH:5]=[CH:4][CH:3]=1.[O:27]1[CH2:31][CH2:30][O:29][CH:28]1[C:32]1[O:36][C:35]([Sn](CCCC)(CCCC)CCCC)=[CH:34][CH:33]=1. The product is [CH2:1]([O:8][C:9]1[CH:14]=[CH:13][C:12]([NH:15][C:16]2[C:25]3[C:20](=[CH:21][CH:22]=[C:23]([C:35]4[O:36][C:32]([CH:28]5[O:29][CH2:30][CH2:31][O:27]5)=[CH:33][CH:34]=4)[CH:24]=3)[N:19]=[CH:18][N:17]=2)=[CH:11][CH:10]=1)[C:2]1[CH:7]=[CH:6][CH:5]=[CH:4][CH:3]=1. The catalyst is O1CCOCC1. The yield is 0.620.